Dataset: Forward reaction prediction with 1.9M reactions from USPTO patents (1976-2016). Task: Predict the product of the given reaction. (1) Given the reactants [NH:1]1[CH2:7][C:5](=[O:6])[NH:4][C:2]1=[O:3].[OH-].[K+].[CH2:10](Br)[C:11]#[CH:12], predict the reaction product. The product is: [CH2:12]([N:4]1[C:5](=[O:6])[CH2:7][NH:1][C:2]1=[O:3])[C:11]#[CH:10]. (2) Given the reactants [Cl:1][C:2]1[CH:29]=[CH:28][C:5]([CH2:6][O:7][C:8]2[C:9]([O:25][CH2:26][CH3:27])=[C:10]([CH:14]([C:16]3[C:24]4[C:19](=[N:20][CH:21]=[CH:22][CH:23]=4)[NH:18][CH:17]=3)[OH:15])[CH:11]=[CH:12][CH:13]=2)=[CH:4][CH:3]=1.CC(OI1(OC(C)=O)(OC(C)=O)OC(=O)C2C=CC=CC1=2)=O, predict the reaction product. The product is: [Cl:1][C:2]1[CH:29]=[CH:28][C:5]([CH2:6][O:7][C:8]2[C:9]([O:25][CH2:26][CH3:27])=[C:10]([C:14]([C:16]3[C:24]4[C:19](=[N:20][CH:21]=[CH:22][CH:23]=4)[NH:18][CH:17]=3)=[O:15])[CH:11]=[CH:12][CH:13]=2)=[CH:4][CH:3]=1. (3) Given the reactants [Cl:1][C:2]1[N:7]=[C:6]([C:8]2[NH:9][C:10]3[C:15]([CH:16]=2)=[C:14]([F:17])[CH:13]=[CH:12][CH:11]=3)[C:5]([NH2:18])=[CH:4][CH:3]=1.[Cl:19][CH2:20][C:21](OC)(OC)OC.Cl.O1CCOCC1, predict the reaction product. The product is: [Cl:1][C:2]1[CH:3]=[CH:4][C:5]2[N:18]=[C:21]([CH2:20][Cl:19])[N:9]3[C:10]4[CH:11]=[CH:12][CH:13]=[C:14]([F:17])[C:15]=4[CH:16]=[C:8]3[C:6]=2[N:7]=1. (4) Given the reactants C(OC(=O)[NH:7][C:8]1[C:17]2[C:12](=[CH:13][CH:14]=[CH:15][CH:16]=2)[C:11]([O:18][C:19]2[CH:24]=[CH:23][N:22]=[C:21]([NH:25][C:26]3[CH:31]=[C:30]([C:32]#[C:33][Si:34]([CH:41]([CH3:43])[CH3:42])([CH:38]([CH3:40])[CH3:39])[CH:35]([CH3:37])[CH3:36])[CH:29]=[C:28]([C:44](=[O:54])[NH:45][CH2:46][CH2:47][N:48]4[CH2:53][CH2:52][O:51][CH2:50][CH2:49]4)[CH:27]=3)[CH:20]=2)=[CH:10][CH:9]=1)(C)(C)C.C(O)(C(F)(F)F)=O, predict the reaction product. The product is: [NH2:7][C:8]1[C:17]2[C:12](=[CH:13][CH:14]=[CH:15][CH:16]=2)[C:11]([O:18][C:19]2[CH:24]=[CH:23][N:22]=[C:21]([NH:25][C:26]3[CH:27]=[C:28]([CH:29]=[C:30]([C:32]#[C:33][Si:34]([CH:41]([CH3:43])[CH3:42])([CH:38]([CH3:40])[CH3:39])[CH:35]([CH3:37])[CH3:36])[CH:31]=3)[C:44]([NH:45][CH2:46][CH2:47][N:48]3[CH2:49][CH2:50][O:51][CH2:52][CH2:53]3)=[O:54])[CH:20]=2)=[CH:10][CH:9]=1.